From a dataset of NCI-60 drug combinations with 297,098 pairs across 59 cell lines. Regression. Given two drug SMILES strings and cell line genomic features, predict the synergy score measuring deviation from expected non-interaction effect. (1) Drug 1: CC12CCC3C(C1CCC2O)C(CC4=C3C=CC(=C4)O)CCCCCCCCCS(=O)CCCC(C(F)(F)F)(F)F. Drug 2: C1CCC(C(C1)N)N.C(=O)(C(=O)[O-])[O-].[Pt+4]. Cell line: MDA-MB-435. Synergy scores: CSS=15.7, Synergy_ZIP=-3.41, Synergy_Bliss=-0.958, Synergy_Loewe=-18.2, Synergy_HSA=-5.96. (2) Drug 1: CC1=C(C(=CC=C1)Cl)NC(=O)C2=CN=C(S2)NC3=CC(=NC(=N3)C)N4CCN(CC4)CCO. Drug 2: CC1=C(C(=O)C2=C(C1=O)N3CC4C(C3(C2COC(=O)N)OC)N4)N. Cell line: RXF 393. Synergy scores: CSS=7.61, Synergy_ZIP=-4.06, Synergy_Bliss=-3.76, Synergy_Loewe=-2.65, Synergy_HSA=-2.17. (3) Drug 1: CC1=C(C=C(C=C1)C(=O)NC2=CC(=CC(=C2)C(F)(F)F)N3C=C(N=C3)C)NC4=NC=CC(=N4)C5=CN=CC=C5. Drug 2: CC1=C(C(=O)C2=C(C1=O)N3CC4C(C3(C2COC(=O)N)OC)N4)N. Cell line: NCI-H460. Synergy scores: CSS=39.1, Synergy_ZIP=2.81, Synergy_Bliss=-0.619, Synergy_Loewe=-32.5, Synergy_HSA=-5.32. (4) Drug 1: COC1=NC(=NC2=C1N=CN2C3C(C(C(O3)CO)O)O)N. Drug 2: CCC1(C2=C(COC1=O)C(=O)N3CC4=CC5=C(C=CC(=C5CN(C)C)O)N=C4C3=C2)O.Cl. Cell line: MCF7. Synergy scores: CSS=5.46, Synergy_ZIP=-1.29, Synergy_Bliss=0.813, Synergy_Loewe=-20.6, Synergy_HSA=-3.54. (5) Drug 1: CC1=C2C(C(=O)C3(C(CC4C(C3C(C(C2(C)C)(CC1OC(=O)C(C(C5=CC=CC=C5)NC(=O)OC(C)(C)C)O)O)OC(=O)C6=CC=CC=C6)(CO4)OC(=O)C)OC)C)OC. Drug 2: CCC1(C2=C(COC1=O)C(=O)N3CC4=CC5=C(C=CC(=C5CN(C)C)O)N=C4C3=C2)O.Cl. Cell line: HCC-2998. Synergy scores: CSS=47.4, Synergy_ZIP=-5.44, Synergy_Bliss=-9.28, Synergy_Loewe=-18.0, Synergy_HSA=-6.58.